This data is from Full USPTO retrosynthesis dataset with 1.9M reactions from patents (1976-2016). The task is: Predict the reactants needed to synthesize the given product. (1) The reactants are: [Cl:1][C:2]1[C:7]([O:8][CH3:9])=[CH:6][C:5]([O:10][CH3:11])=[C:4]([Cl:12])[C:3]=1[C:13]1[C:24](=[O:25])[NH:23][C:16]2[N:17]=[C:18]([S:21][CH3:22])[N:19]=[CH:20][C:15]=2[CH:14]=1.I[CH2:27][CH2:28][O:29][CH:30]1[CH2:35][CH2:34][N:33]([C:36]([O:38][C:39]([CH3:42])([CH3:41])[CH3:40])=[O:37])[CH2:32][CH2:31]1.C([O-])([O-])=O.[K+].[K+]. Given the product [Cl:1][C:2]1[C:7]([O:8][CH3:9])=[CH:6][C:5]([O:10][CH3:11])=[C:4]([Cl:12])[C:3]=1[C:13]1[C:24](=[O:25])[N:23]([CH2:27][CH2:28][O:29][CH:30]2[CH2:35][CH2:34][N:33]([C:36]([O:38][C:39]([CH3:40])([CH3:42])[CH3:41])=[O:37])[CH2:32][CH2:31]2)[C:16]2[N:17]=[C:18]([S:21][CH3:22])[N:19]=[CH:20][C:15]=2[CH:14]=1, predict the reactants needed to synthesize it. (2) Given the product [CH2:20]([O:26][C:17]1[CH:18]=[C:19]([CH:20]([OH:26])[CH2:21][NH:38][C:35]([CH3:36])([CH3:37])[CH2:34][C:31]2[CH:32]=[CH:33][C:28]([F:27])=[C:29]([CH3:39])[CH:30]=2)[C:11]2[O:10][CH2:9][C:14](=[O:15])[NH:13][C:12]=2[CH:16]=1)[C:19]1[CH:11]=[CH:12][CH:16]=[CH:17][CH:18]=1, predict the reactants needed to synthesize it. The reactants are: C(O[CH:9]1[C:14](=[O:15])[NH:13][C:12]2[CH:16]=[CH:17][CH:18]=[C:19]([C:20](=[O:26])[CH:21](OCC)O)[C:11]=2[O:10]1)C1C=CC=CC=1.[F:27][C:28]1[CH:33]=[CH:32][C:31]([CH2:34][C:35]([NH2:38])([CH3:37])[CH3:36])=[CH:30][C:29]=1[CH3:39].Cl. (3) Given the product [CH:37]1([NH:36][S:33]([C:29]2[CH:30]=[CH:31][CH:32]=[C:27]([NH:26][C:2]3[C:11]4=[N:12][NH:13][CH:14]=[C:10]4[C:9]4[CH:8]=[C:7]([O:24][CH3:25])[CH:6]=[CH:5][C:4]=4[N:3]=3)[CH:28]=2)(=[O:35])=[O:34])[CH2:39][CH2:38]1, predict the reactants needed to synthesize it. The reactants are: Cl[C:2]1[C:11]2=[N:12][N:13](CC3C=CC(OC)=CC=3)[CH:14]=[C:10]2[C:9]2[CH:8]=[C:7]([O:24][CH3:25])[CH:6]=[CH:5][C:4]=2[N:3]=1.[NH2:26][C:27]1[CH:28]=[C:29]([S:33]([NH:36][CH:37]2[CH2:39][CH2:38]2)(=[O:35])=[O:34])[CH:30]=[CH:31][CH:32]=1.Cl. (4) Given the product [C:1]([NH:9][NH:10][C:18](=[O:25])[C:19]1[CH:24]=[CH:23][CH:22]=[CH:21][CH:20]=1)(=[O:8])[C:2]1[CH:7]=[CH:6][CH:5]=[CH:4][CH:3]=1, predict the reactants needed to synthesize it. The reactants are: [C:1]([NH:9][NH2:10])(=[O:8])[C:2]1[CH:7]=[CH:6][CH:5]=[CH:4][CH:3]=1.CN1CCCC1=O.[C:18](Cl)(=[O:25])[C:19]1[CH:24]=[CH:23][CH:22]=[CH:21][CH:20]=1. (5) Given the product [C:1]([O:5][C:6]([NH:8][C:9]1[C:14]([F:15])=[C:13]([C:16]2[CH:21]=[CH:20][C:19]([Cl:22])=[C:18]([F:23])[CH:17]=2)[N:12]=[C:11]([C:24]([O:26][CH3:27])=[O:25])[C:10]=1[CH:29]=[CH2:30])=[O:7])([CH3:4])([CH3:3])[CH3:2], predict the reactants needed to synthesize it. The reactants are: [C:1]([O:5][C:6]([NH:8][C:9]1[C:14]([F:15])=[C:13]([C:16]2[CH:21]=[CH:20][C:19]([Cl:22])=[C:18]([F:23])[CH:17]=2)[N:12]=[C:11]([C:24]([O:26][CH3:27])=[O:25])[C:10]=1Cl)=[O:7])([CH3:4])([CH3:3])[CH3:2].[CH2:29]([Sn](CCCC)(CCCC)C=C)[CH2:30]CC.